From a dataset of Reaction yield outcomes from USPTO patents with 853,638 reactions. Predict the reaction yield, written as a fraction of the theoretical maximum amount of product (1.0 means a 100% yield; for example, 0.34 means a 34% yield). (1) The reactants are [Cl:1][C:2]1[CH:7]=[CH:6][C:5]([O:8][CH:9]([F:11])[F:10])=[CH:4][C:3]=1[CH:12]([CH2:15][OH:16])[C:13]#[N:14].C(#N)C.[C:20](OC(=O)C)(=[O:22])[CH3:21].OS(O)(=O)=O. The catalyst is O. The product is [C:20]([O:16][CH2:15][CH:12]([C:3]1[CH:4]=[C:5]([O:8][CH:9]([F:11])[F:10])[CH:6]=[CH:7][C:2]=1[Cl:1])[C:13]#[N:14])(=[O:22])[CH3:21]. The yield is 0.960. (2) The catalyst is O. The product is [N:3]1[CH:4]=[CH:5][CH:6]=[CH:7][C:2]=1[S:9]([Cl:13])(=[O:12])=[O:8]. The yield is 0.580. The reactants are S[C:2]1[CH:7]=[CH:6][CH:5]=[CH:4][N:3]=1.[OH:8][S:9]([OH:12])(=O)=O.[Cl:13][O-].[Na+].